This data is from Full USPTO retrosynthesis dataset with 1.9M reactions from patents (1976-2016). The task is: Predict the reactants needed to synthesize the given product. Given the product [NH2:1][C:2]1[N:10]=[CH:9][N:8]=[C:7]2[C:3]=1[N:4]([C:22]1[CH:27]=[CH:26][C:25]([O:28][C:29]3[CH:30]=[CH:31][CH:32]=[CH:33][CH:34]=3)=[CH:24][CH:23]=1)[C:5](=[O:21])[N:6]2[C:11]1[CH:12]=[C:13]([CH:18]=[CH:19][CH:20]=1)[C:14]([OH:16])=[O:15], predict the reactants needed to synthesize it. The reactants are: [NH2:1][C:2]1[N:10]=[CH:9][N:8]=[C:7]2[C:3]=1[N:4]([C:22]1[CH:27]=[CH:26][C:25]([O:28][C:29]3[CH:34]=[CH:33][CH:32]=[CH:31][CH:30]=3)=[CH:24][CH:23]=1)[C:5](=[O:21])[N:6]2[C:11]1[CH:12]=[C:13]([CH:18]=[CH:19][CH:20]=1)[C:14]([O:16]C)=[O:15].[Li+].[OH-].